From a dataset of Full USPTO retrosynthesis dataset with 1.9M reactions from patents (1976-2016). Predict the reactants needed to synthesize the given product. (1) Given the product [N:8]1([CH2:11][CH2:12][CH2:13][CH2:14][N:28]2[CH2:29][CH2:30][CH:25]([C:21]3[CH:22]=[CH:23][CH:24]=[C:19]([C:18]([F:17])([F:31])[F:32])[CH:20]=3)[CH2:26][CH2:27]2)[C:7]2[CH:16]=[CH:3][CH:4]=[CH:5][C:6]=2[N:10]=[N:9]1, predict the reactants needed to synthesize it. The reactants are: CO[C:3]1[CH:4]=[CH:5][C:6]2[N:10]=[N:9][N:8]([CH2:11][CH2:12][CH2:13][CH2:14]Cl)[C:7]=2[CH:16]=1.[F:17][C:18]([F:32])([F:31])[C:19]1[CH:20]=[C:21]([CH:25]2[CH2:30][CH2:29][NH:28][CH2:27][CH2:26]2)[CH:22]=[CH:23][CH:24]=1.C(N(C(C)C)CC)(C)C.[I-].[K+]. (2) Given the product [CH:1]([O:4][C:5]1[CH:10]=[CH:9][C:8]([NH:11][C:12]([N:14]2[CH2:15][CH2:16][CH:17]([C:20]3[C:29]4[C:24](=[CH:25][CH:26]=[C:27]([C:30]#[C:31][CH2:32][O:33][S:44]([CH3:43])(=[O:46])=[O:45])[CH:28]=4)[N:23]=[CH:22][N:21]=3)[CH2:18][CH2:19]2)=[O:13])=[CH:7][CH:6]=1)([CH3:3])[CH3:2], predict the reactants needed to synthesize it. The reactants are: [CH:1]([O:4][C:5]1[CH:10]=[CH:9][C:8]([NH:11][C:12]([N:14]2[CH2:19][CH2:18][CH:17]([C:20]3[C:29]4[C:24](=[CH:25][CH:26]=[C:27]([C:30]#[C:31][CH2:32][OH:33])[CH:28]=4)[N:23]=[CH:22][N:21]=3)[CH2:16][CH2:15]2)=[O:13])=[CH:7][CH:6]=1)([CH3:3])[CH3:2].CCN(C(C)C)C(C)C.[CH3:43][S:44](Cl)(=[O:46])=[O:45]. (3) Given the product [C:1]([NH:12][C:13]1[CH:18]=[CH:17][C:16]([S:19]([NH:23][C:24]2[S:28][C:27]([CH2:29][C:30]([O:32][CH2:33][CH3:34])=[O:31])=[N:26][N:25]=2)(=[O:21])=[O:20])=[CH:15][CH:14]=1)(=[O:11])[CH2:2][CH2:3][CH2:4][CH2:5][CH2:6][CH2:7][CH2:8][CH2:9][CH3:10], predict the reactants needed to synthesize it. The reactants are: [C:1]([NH:12][C:13]1[CH:18]=[CH:17][C:16]([S:19](Cl)(=[O:21])=[O:20])=[CH:15][CH:14]=1)(=[O:11])[CH2:2][CH2:3][CH2:4][CH2:5][CH2:6][CH2:7][CH2:8][CH2:9][CH3:10].[NH2:23][C:24]1[S:28][C:27]([CH2:29][C:30]([O:32][CH2:33][CH3:34])=[O:31])=[N:26][N:25]=1.Cl. (4) Given the product [N:4]1[CH:5]=[CH:6][CH:7]=[N:8][C:3]=1[C:16](=[O:17])[CH3:9], predict the reactants needed to synthesize it. The reactants are: C([C:3]1[N:8]=[CH:7][CH:6]=[CH:5][N:4]=1)#N.[CH3:9][Mg]Br.C(Cl)(Cl)Cl.[CH3:16][OH:17].